Dataset: Peptide-MHC class I binding affinity with 185,985 pairs from IEDB/IMGT. Task: Regression. Given a peptide amino acid sequence and an MHC pseudo amino acid sequence, predict their binding affinity value. This is MHC class I binding data. (1) The peptide sequence is FGFNGTRA. The MHC is Mamu-B08 with pseudo-sequence Mamu-B08. The binding affinity (normalized) is 0. (2) The peptide sequence is ALVEICTEM. The MHC is HLA-A31:01 with pseudo-sequence HLA-A31:01. The binding affinity (normalized) is 0.106. (3) The peptide sequence is PGDLQTLAL. The MHC is HLA-B35:01 with pseudo-sequence HLA-B35:01. The binding affinity (normalized) is 0.